This data is from Full USPTO retrosynthesis dataset with 1.9M reactions from patents (1976-2016). The task is: Predict the reactants needed to synthesize the given product. (1) Given the product [Cl:1][C:2]1[C:3]([N:9]2[C:13]([C:14]([Cl:24])=[O:15])=[CH:12][C:11]([C:17]([F:20])([F:19])[F:18])=[N:10]2)=[N:4][CH:5]=[C:6]([Cl:8])[CH:7]=1, predict the reactants needed to synthesize it. The reactants are: [Cl:1][C:2]1[C:3]([N:9]2[C:13]([C:14](O)=[O:15])=[CH:12][C:11]([C:17]([F:20])([F:19])[F:18])=[N:10]2)=[N:4][CH:5]=[C:6]([Cl:8])[CH:7]=1.C(Cl)(=O)C([Cl:24])=O. (2) Given the product [NH2:8][C:4]([C:11]1[CH:16]=[CH:15][CH:14]=[CH:13][CH:12]=1)([CH:1]([CH3:3])[CH3:2])[C:5]([OH:17])=[O:10], predict the reactants needed to synthesize it. The reactants are: [CH:1]([C:4]1([C:11]2[CH:16]=[CH:15][CH:14]=[CH:13][CH:12]=2)[NH:8]C(=O)N[C:5]1=[O:10])([CH3:3])[CH3:2].[OH-:17].[Na+]. (3) Given the product [C:13]([S:15][CH2:2][CH2:3][CH:4]([S:9]([OH:12])(=[O:11])=[O:10])[C:5]([O:7][CH3:8])=[O:6])(=[O:16])[CH3:14], predict the reactants needed to synthesize it. The reactants are: Br[CH2:2][CH2:3][CH:4]([S:9]([OH:12])(=[O:11])=[O:10])[C:5]([O:7][CH3:8])=[O:6].[C:13]([OH:16])(=[S:15])[CH3:14].CCN(C(C)C)C(C)C. (4) Given the product [ClH:21].[ClH:21].[CH2:11]([O:10][C:8](=[O:9])[CH2:7][N:4]1[CH2:5][CH2:6][N:1]([CH2:13][C:14]([OH:16])=[O:15])[CH2:2][CH2:3]1)[CH3:12], predict the reactants needed to synthesize it. The reactants are: [N:1]1([CH2:13][C:14]([O:16]C(C)(C)C)=[O:15])[CH2:6][CH2:5][N:4]([CH2:7][C:8]([O:10][CH2:11][CH3:12])=[O:9])[CH2:3][CH2:2]1.[ClH:21].C(OCC)(=O)C. (5) Given the product [CH3:42][C:43]1[CH:44]=[CH:45][C:46]([S:49]([OH:52])(=[O:51])=[O:50])=[CH:47][CH:48]=1.[Br:7][C:8]1[CH:9]=[C:10]([NH:15][C@@H:19]2[CH:20]3[CH2:25][N:16]4[CH2:23][CH:22]([CH2:24][CH:18]2[CH2:17]4)[CH2:21]3)[CH:11]=[N:12][C:13]=1[Cl:14], predict the reactants needed to synthesize it. The reactants are: S([O-])([O-])(=O)=O.[Mg+2].[Br:7][C:8]1[CH:9]=[C:10]([NH2:15])[CH:11]=[N:12][C:13]=1[Cl:14].[N:16]12[CH2:25][CH:20]3[CH2:21][CH:22]([CH2:24][CH:18]([C:19]3=O)[CH2:17]1)[CH2:23]2.C(O[BH-](OC(=O)C)OC(=O)C)(=O)C.[Na+].O.[CH3:42][C:43]1[CH:48]=[CH:47][C:46]([S:49]([OH:52])(=[O:51])=[O:50])=[CH:45][CH:44]=1. (6) The reactants are: Br[C:2]1[C:3]2[C:4]3[CH:17]=[CH:16][S:15][C:5]=3[C:6](=[O:14])[NH:7][C:8]=2[CH:9]=[CH:10][C:11]=1[O:12][CH3:13].CC1(C)C(C)(C)OB([C:26]2[CH:31]=[CH:30][C:29]([CH:32]([NH:35][C:36](=[O:42])[O:37][C:38]([CH3:41])([CH3:40])[CH3:39])[CH2:33][CH3:34])=[CH:28][CH:27]=2)O1. Given the product [CH3:13][O:12][C:11]1[CH:10]=[CH:9][C:8]2[NH:7][C:6](=[O:14])[C:5]3[S:15][CH:16]=[CH:17][C:4]=3[C:3]=2[C:2]=1[C:26]1[CH:27]=[CH:28][C:29]([CH:32]([NH:35][C:36](=[O:42])[O:37][C:38]([CH3:41])([CH3:40])[CH3:39])[CH2:33][CH3:34])=[CH:30][CH:31]=1, predict the reactants needed to synthesize it. (7) Given the product [ClH:26].[CH3:1][O:2][CH2:3][C:4]1([N:7]2[CH2:12][C:11]3([CH2:17][CH2:16][NH:15][CH2:14][CH2:13]3)[O:10][CH2:9][C:8]2=[O:25])[CH2:6][CH2:5]1, predict the reactants needed to synthesize it. The reactants are: [CH3:1][O:2][CH2:3][C:4]1([N:7]2[CH2:12][C:11]3([CH2:17][CH2:16][N:15](C(OC(C)(C)C)=O)[CH2:14][CH2:13]3)[O:10][CH2:9][C:8]2=[O:25])[CH2:6][CH2:5]1.[ClH:26].O1CCOCC1. (8) Given the product [F:27][C:2]([F:1])([F:26])[O:3][C:4]1[CH:9]=[CH:8][C:7]([N:10]2[CH:14]=[N:13][C:12]([C:15]3[CH:20]=[CH:19][C:18]([CH2:21][C:22]([OH:24])=[O:23])=[CH:17][CH:16]=3)=[N:11]2)=[CH:6][CH:5]=1, predict the reactants needed to synthesize it. The reactants are: [F:1][C:2]([F:27])([F:26])[O:3][C:4]1[CH:9]=[CH:8][C:7]([N:10]2[CH:14]=[N:13][C:12]([C:15]3[CH:20]=[CH:19][C:18]([CH2:21][C:22]([O:24]C)=[O:23])=[CH:17][CH:16]=3)=[N:11]2)=[CH:6][CH:5]=1.[OH-].[Li+].